The task is: Predict the product of the given reaction.. This data is from Forward reaction prediction with 1.9M reactions from USPTO patents (1976-2016). (1) The product is: [C:1]([O:5][C:6]([N:8]1[CH2:13][CH2:12][CH:11]([CH2:14][NH:15][C:16]2[C:21]([N+:22]([O-:24])=[O:23])=[CH:20][N:19]=[C:18]([NH:31][CH2:30][C:29]3[CH:32]=[CH:33][CH:34]=[C:27]([Br:26])[C:28]=3[CH3:35])[N:17]=2)[CH2:10][CH2:9]1)=[O:7])([CH3:4])([CH3:3])[CH3:2]. Given the reactants [C:1]([O:5][C:6]([N:8]1[CH2:13][CH2:12][CH:11]([CH2:14][NH:15][C:16]2[C:21]([N+:22]([O-:24])=[O:23])=[CH:20][N:19]=[C:18](Cl)[N:17]=2)[CH2:10][CH2:9]1)=[O:7])([CH3:4])([CH3:3])[CH3:2].[Br:26][C:27]1[C:28]([CH3:35])=[C:29]([CH:32]=[CH:33][CH:34]=1)[CH2:30][NH2:31].C(N(C(C)C)CC)(C)C, predict the reaction product. (2) Given the reactants [CH:1]([N:4]1[C:8]([C:9]2[N:10]=[C:11]3[C:17]4[CH:18]=[C:19]([CH:22]=[O:23])[N:20]=[CH:21][C:16]=4[O:15][CH2:14][CH2:13][N:12]3[CH:24]=2)=[N:7][CH:6]=[N:5]1)([CH3:3])[CH3:2].CN(C)C=[O:28].OOS([O-])=O.[K+], predict the reaction product. The product is: [CH:1]([N:4]1[C:8]([C:9]2[N:10]=[C:11]3[C:17]4[CH:18]=[C:19]([C:22]([OH:28])=[O:23])[N:20]=[CH:21][C:16]=4[O:15][CH2:14][CH2:13][N:12]3[CH:24]=2)=[N:7][CH:6]=[N:5]1)([CH3:3])[CH3:2]. (3) The product is: [C:7]([N:4]1[CH2:5][CH2:6][C@@H:2]([NH:1][S:29]([C:23]2[CH:24]=[C:25]([CH3:28])[CH:26]=[CH:27][C:22]=2[CH3:21])(=[O:31])=[O:30])[CH2:3]1)#[N:16]. Given the reactants [NH2:1][C@@H:2]1[CH2:6][CH2:5][N:4]([C:7](OC(C)(C)C)=O)[CH2:3]1.C([N:16](CC)CC)C.[CH3:21][C:22]1[CH:27]=[CH:26][C:25]([CH3:28])=[CH:24][C:23]=1[S:29](Cl)(=[O:31])=[O:30].CCN(C(C)C)C(C)C.BrC#N, predict the reaction product. (4) The product is: [F:1][C:2]1[CH:14]=[C:13]([N:15]2[CH2:19][C@H:18]([CH2:20][N:21]3[CH:25]=[CH:24][N:23]=[N:22]3)[O:17][C:16]2=[O:26])[CH:12]=[CH:11][C:3]=1[C:4]1[S:36][C:8]([CH3:9])=[N:7][N:6]=1. Given the reactants [F:1][C:2]1[CH:14]=[C:13]([N:15]2[CH2:19][C@H:18]([CH2:20][N:21]3[CH:25]=[CH:24][N:23]=[N:22]3)[O:17][C:16]2=[O:26])[CH:12]=[CH:11][C:3]=1[C:4]([NH:6][NH:7][C:8](=O)[CH3:9])=O.COC1C=CC(P2(SP(C3C=CC(OC)=CC=3)(=S)S2)=[S:36])=CC=1, predict the reaction product. (5) Given the reactants [CH3:1][O:2][C:3]1[CH:12]=[C:11]2[C:6]([NH:7][C:8](=O)[C:9](=[O:22])[N:10]2[CH2:13][C:14]2[CH:19]=[CH:18][C:17]([O:20][CH3:21])=[CH:16][CH:15]=2)=[CH:5][C:4]=1[C:24]([O:26][CH3:27])=[O:25].O=P(Cl)(Cl)[Cl:30], predict the reaction product. The product is: [Cl:30][C:8]1[C:9](=[O:22])[N:10]([CH2:13][C:14]2[CH:19]=[CH:18][C:17]([O:20][CH3:21])=[CH:16][CH:15]=2)[C:11]2[C:6]([N:7]=1)=[CH:5][C:4]([C:24]([O:26][CH3:27])=[O:25])=[C:3]([O:2][CH3:1])[CH:12]=2. (6) Given the reactants Cl.[F:2][C:3]1[CH:4]=[C:5]([CH:9]=[CH:10][C:11]=1[O:12][CH2:13][CH2:14][N:15]1[CH2:20][CH2:19][CH2:18][CH2:17][CH2:16]1)[C:6](O)=O.FC1C=[C:24](C=CC=1OCCN1CCCCC1)[CH2:25][NH:26][C:27]1[CH:32]=[C:31]([O:33][CH3:34])[CH:30]=[CH:29][C:28]=1[C:35]1[CH:44]=[CH:43][C:42]2[C:37](=[CH:38][CH:39]=[CH:40][CH:41]=2)[CH:36]=1, predict the reaction product. The product is: [CH2:25]([N:26]([CH2:6][C:5]1[CH:9]=[CH:10][C:11]([O:12][CH2:13][CH2:14][N:15]2[CH2:20][CH2:19][CH2:18][CH2:17][CH2:16]2)=[C:3]([F:2])[CH:4]=1)[C:27]1[CH:32]=[C:31]([O:33][CH3:34])[CH:30]=[CH:29][C:28]=1[C:35]1[CH:44]=[CH:43][C:42]2[C:37](=[CH:38][CH:39]=[CH:40][CH:41]=2)[CH:36]=1)[CH3:24].